Dataset: Peptide-MHC class I binding affinity with 185,985 pairs from IEDB/IMGT. Task: Regression. Given a peptide amino acid sequence and an MHC pseudo amino acid sequence, predict their binding affinity value. This is MHC class I binding data. The peptide sequence is ILKRWGTIKK. The MHC is HLA-A03:01 with pseudo-sequence HLA-A03:01. The binding affinity (normalized) is 0.643.